This data is from Full USPTO retrosynthesis dataset with 1.9M reactions from patents (1976-2016). The task is: Predict the reactants needed to synthesize the given product. (1) Given the product [OH:1][CH2:2][C@@H:3]1[CH2:7][CH2:6][CH2:5][N:4]1[CH2:8][CH2:9][CH2:10][NH:11][C:12]([C:14]1[CH:22]=[C:21]2[C:17]([C:18](=[N:24][NH:25][C:37](=[O:38])[CH2:36][C:34]3[CH:33]=[CH:32][C:31]4[O:27][CH2:28][CH2:29][C:30]=4[CH:35]=3)[C:19](=[O:23])[NH:20]2)=[C:16]([Br:26])[CH:15]=1)=[O:13], predict the reactants needed to synthesize it. The reactants are: [OH:1][CH2:2][C@@H:3]1[CH2:7][CH2:6][CH2:5][N:4]1[CH2:8][CH2:9][CH2:10][NH:11][C:12]([C:14]1[CH:22]=[C:21]2[C:17]([C:18](=[N:24][NH2:25])[C:19](=[O:23])[NH:20]2)=[C:16]([Br:26])[CH:15]=1)=[O:13].[O:27]1[C:31]2[CH:32]=[CH:33][C:34]([CH2:36][C:37](O)=[O:38])=[CH:35][C:30]=2[CH2:29][CH2:28]1.C(N(CC)CC)C.CN(C(ON1N=NC2C=CC=CC1=2)=[N+](C)C)C.F[P-](F)(F)(F)(F)F. (2) The reactants are: [C:1]([C:6]1[S:10][C:9]([CH:11]=[O:12])=[CH:8][CH:7]=1)([CH2:4][CH3:5])([CH3:3])[CH3:2].[BH4-].[K+]. Given the product [C:1]([C:6]1[S:10][C:9]([CH2:11][OH:12])=[CH:8][CH:7]=1)([CH2:4][CH3:5])([CH3:2])[CH3:3], predict the reactants needed to synthesize it. (3) Given the product [CH:40]1([O:39][C:31]2[CH:30]=[C:29]([C:11]3[NH:10][C:14]4[CH:15]=[N:16][NH:17][C:18](=[O:19])[C:13]=4[C:12]=3[CH2:20][C:21]3[CH:22]=[N:23][C:24]([O:27][CH3:28])=[CH:25][CH:26]=3)[CH:34]=[CH:33][C:32]=2[O:35][CH:36]([F:38])[F:37])[CH2:42][CH2:41]1, predict the reactants needed to synthesize it. The reactants are: C(OC[N:10]1[C:14]2[CH:15]=[N:16][NH:17][C:18](=[O:19])[C:13]=2[C:12]([CH2:20][C:21]2[CH:22]=[N:23][C:24]([O:27][CH3:28])=[CH:25][CH:26]=2)=[C:11]1[C:29]1[CH:34]=[CH:33][C:32]([O:35][CH:36]([F:38])[F:37])=[C:31]([O:39][CH:40]2[CH2:42][CH2:41]2)[CH:30]=1)C1C=CC=CC=1.C(OCN1C2C=NNC(=O)C=2C(CC2C=CC=CC=2F)=C1C1C=CC(OC(F)F)=C(OC2CC2)C=1)C1C=CC=CC=1. (4) Given the product [C:1]([C:5]1[N:6]=[C:7]([N:16]2[CH2:20][CH2:19][C:18]([F:21])([F:22])[CH2:17]2)[C:8]2[C:9](=[N:11][N:12]([CH2:14][C:15]3[CH:50]=[CH:49][CH:48]=[C:47]([Cl:51])[C:46]=3[Cl:52])[N:13]=2)[N:10]=1)([CH3:2])([CH3:3])[CH3:4], predict the reactants needed to synthesize it. The reactants are: [C:1]([C:5]1[N:6]=[C:7]([N:16]2[CH2:20][CH2:19][C:18]([F:22])([F:21])[CH2:17]2)[C:8]2[C:9](=[N:11][N:12]([CH2:14][CH3:15])[N:13]=2)[N:10]=1)([CH3:4])([CH3:3])[CH3:2].C(C1N=C(N2CCC(F)(F)C2)C2N=NNC=2N=1)(C)(C)C.BrCC1[CH:50]=[CH:49][CH:48]=[C:47]([Cl:51])[C:46]=1[Cl:52]. (5) Given the product [CH3:32][Si:3]([CH3:33])([CH2:2][N:45]1[CH2:49][CH2:48][CH2:47][CH2:46]1)[CH2:4][CH2:5][C:6]1[C:18]2[CH2:17][N:16]3[C:11](=[CH:12][C:13]4[C@:23]([CH2:25][CH3:26])([OH:24])[C:22](=[O:27])[O:21][CH2:20][C:14]=4[C:15]3=[O:19])[C:10]=2[N:9]=[C:8]2[CH:28]=[CH:29][CH:30]=[CH:31][C:7]=12, predict the reactants needed to synthesize it. The reactants are: I[CH2:2][Si:3]([CH3:33])([CH3:32])[CH2:4][CH2:5][C:6]1[C:18]2[CH2:17][N:16]3[C:11](=[CH:12][C:13]4[C@:23]([CH2:25][CH3:26])([OH:24])[C:22](=[O:27])[O:21][CH2:20][C:14]=4[C:15]3=[O:19])[C:10]=2[N:9]=[C:8]2[CH:28]=[CH:29][CH:30]=[CH:31][C:7]=12.C([O-])([O-])=O.[K+].[K+].CC(O)(C)C.[NH:45]1[CH2:49][CH2:48][CH2:47][CH2:46]1. (6) Given the product [CH2:1]([O:3][C:4]([C:6]1[C:10]2[CH:11]=[CH:12][C:13]([OH:15])=[CH:14][C:9]=2[O:8][CH:7]=1)=[O:5])[CH3:2], predict the reactants needed to synthesize it. The reactants are: [CH2:1]([O:3][C:4]([C:6]1[C:10]2[CH:11]=[CH:12][C:13]([O:15]C)=[CH:14][C:9]=2[O:8][CH:7]=1)=[O:5])[CH3:2].B(Br)(Br)Br.CCCCCC. (7) Given the product [CH3:25][O:24][CH2:21][O:23][C@H:30]([CH:29]=[CH2:28])[CH2:31][OH:27], predict the reactants needed to synthesize it. The reactants are: [F-].C([N+](CCCC)(CCCC)CCCC)CCC.[Cl-].[Na+].[C:21]([O:24][CH2:25]C)(=[O:23])C.[O:27]1[CH2:31][CH2:30][CH2:29][CH2:28]1.